From a dataset of Full USPTO retrosynthesis dataset with 1.9M reactions from patents (1976-2016). Predict the reactants needed to synthesize the given product. (1) Given the product [Cl:41][C:42]1[C:47]([C:48]([F:50])([F:51])[F:49])=[CH:46][CH:45]=[CH:44][C:43]=1[CH2:52][NH:53][C:7]([CH:6]1[CH2:5][O:4][C:3](=[O:10])[N:2]1[CH3:1])=[O:8], predict the reactants needed to synthesize it. The reactants are: [CH3:1][N:2]1[CH:6]([C:7](O)=[O:8])[CH2:5][O:4][C:3]1=[O:10].Cl.CN(C)CCCN=C=NCC.ON1C2C=CC=CC=2N=N1.C(N1CCOCC1)C.[Cl:41][C:42]1[C:47]([C:48]([F:51])([F:50])[F:49])=[CH:46][CH:45]=[CH:44][C:43]=1[CH2:52][NH2:53]. (2) Given the product [CH3:34][O:35][C:36](=[O:39])[CH2:37][O:22][C:5]1[CH:4]=[CH:3][C:2]([Cl:1])=[C:11]2[C:6]=1[C:7]([CH3:21])=[C:8]([O:13][C:14]1[CH:19]=[CH:18][C:17]([Cl:20])=[CH:16][CH:15]=1)[C:9]([CH3:12])=[N:10]2, predict the reactants needed to synthesize it. The reactants are: [Cl:1][C:2]1[C:11]2[N:10]=[C:9]([CH3:12])[C:8]([O:13][C:14]3[CH:19]=[CH:18][C:17]([Cl:20])=[CH:16][CH:15]=3)=[C:7]([CH3:21])[C:6]=2[C:5]([OH:22])=[CH:4][CH:3]=1.CN(C)C=O.C(=O)([O-])[O-].[K+].[K+].[CH3:34][O:35][C:36](=[O:39])[CH2:37]Br. (3) Given the product [O:34]1[CH2:39][CH2:38][CH:37]=[C:36]([C:12]2[N:11]=[C:10]([F:23])[C:9]3[O:8][C:5]4[C:4]([C@:15]5([N:20]=[C:19]([NH2:21])[CH2:18][O:17][CH2:16]5)[C:14]=3[CH:13]=2)=[CH:3][C:2]([C:30]2[C:25]([F:24])=[N:26][CH:27]=[CH:28][CH:29]=2)=[CH:7][CH:6]=4)[CH2:35]1, predict the reactants needed to synthesize it. The reactants are: Br[C:2]1[CH:3]=[C:4]2[C@@:15]3([N:20]=[C:19]([NH2:21])[CH2:18][O:17][CH2:16]3)[C:14]3[CH:13]=[C:12](Cl)[N:11]=[C:10]([F:23])[C:9]=3[O:8][C:5]2=[CH:6][CH:7]=1.[F:24][C:25]1[C:30](B(O)O)=[CH:29][CH:28]=[CH:27][N:26]=1.[O:34]1[CH2:39][CH2:38][CH:37]=[C:36](B2OC(C)(C)C(C)(C)O2)[CH2:35]1. (4) Given the product [CH3:32][CH:31]([CH3:33])[C:30]([N:1]1[CH2:5][CH2:4][C@@H:3]([NH:6][C:7]2[C:12]([C:13]3[N:14]=[C:15]4[CH:21]=[CH:20][N:19]([CH2:22][O:23][CH2:24][CH2:25][Si:26]([CH3:29])([CH3:28])[CH3:27])[C:16]4=[N:17][CH:18]=3)=[CH:11][CH:10]=[CH:9][N:8]=2)[CH2:2]1)=[O:34], predict the reactants needed to synthesize it. The reactants are: [NH:1]1[CH2:5][CH2:4][C@@H:3]([NH:6][C:7]2[C:12]([C:13]3[N:14]=[C:15]4[CH:21]=[CH:20][N:19]([CH2:22][O:23][CH2:24][CH2:25][Si:26]([CH3:29])([CH3:28])[CH3:27])[C:16]4=[N:17][CH:18]=3)=[CH:11][CH:10]=[CH:9][N:8]=2)[CH2:2]1.[C:30](Cl)(=[O:34])[CH:31]([CH3:33])[CH3:32]. (5) Given the product [CH3:6][N:7]1[C:8](=[O:16])[CH2:9][C:10]2[CH:15]=[CH:14][CH2:13][CH2:12][C:11]=2[CH:18]=[CH:17]1, predict the reactants needed to synthesize it. The reactants are: OS(O)(=O)=O.[CH3:6][N:7]([CH2:17][CH:18](OC)OC)[C:8](=[O:16])[CH2:9][C:10]1[CH:15]=[CH:14][CH:13]=[CH:12][CH:11]=1. (6) Given the product [C:16]([O:15][C:13]([N:10]1[CH2:11][CH2:12][CH:7]([C:20]2[C:29]3[C:24](=[CH:25][C:26]([Cl:30])=[CH:27][CH:28]=3)[N:23]=[CH:22][N:21]=2)[CH2:8][CH2:9]1)=[O:14])([CH3:19])([CH3:17])[CH3:18], predict the reactants needed to synthesize it. The reactants are: [OH-].[K+].COC([C:7]1([C:20]2[C:29]3[C:24](=[CH:25][C:26]([Cl:30])=[CH:27][CH:28]=3)[N:23]=[CH:22][N:21]=2)[CH2:12][CH2:11][N:10]([C:13]([O:15][C:16]([CH3:19])([CH3:18])[CH3:17])=[O:14])[CH2:9][CH2:8]1)=O.O1CCOCC1. (7) Given the product [Br:1][C:2]1[CH:10]=[C:9]2[C:5]([CH:6]=[N:7][N:8]2[S:19]([C:16]2[CH:15]=[CH:14][C:13]([O:12][CH3:11])=[CH:18][CH:17]=2)(=[O:21])=[O:20])=[CH:4][CH:3]=1, predict the reactants needed to synthesize it. The reactants are: [Br:1][C:2]1[CH:10]=[C:9]2[C:5]([CH:6]=[N:7][NH:8]2)=[CH:4][CH:3]=1.[CH3:11][O:12][C:13]1[CH:18]=[CH:17][C:16]([S:19](Cl)(=[O:21])=[O:20])=[CH:15][CH:14]=1. (8) Given the product [CH:5]1([CH2:4][N:27]2[C:28](=[O:29])[N:24]([C:16]3[S:17][C:18]([C:19]([O:21][CH2:22][CH3:23])=[O:20])=[C:14]([CH3:13])[N:15]=3)[CH:25]=[N:26]2)[CH2:3][CH2:2]1, predict the reactants needed to synthesize it. The reactants are: Br[CH2:2][CH:3]1[CH2:5][C:4]1(F)F.BrCC1CC1.[CH3:13][C:14]1[N:15]=[C:16]([N:24]2[C:28](=[O:29])[NH:27][N:26]=[CH:25]2)[S:17][C:18]=1[C:19]([O:21][CH2:22][CH3:23])=[O:20]. (9) Given the product [Br:17][C:6]1[CH:5]=[C:4]([C:1](=[O:3])[CH2:2][Br:18])[CH:9]=[CH:8][C:7]=1[NH:10][C:11](=[O:16])[C:12]([F:13])([F:14])[F:15], predict the reactants needed to synthesize it. The reactants are: [C:1]([C:4]1[CH:9]=[CH:8][C:7]([NH:10][C:11](=[O:16])[C:12]([F:15])([F:14])[F:13])=[C:6]([Br:17])[CH:5]=1)(=[O:3])[CH3:2].[Br-:18].[Br-].[Br-].C([N+](CCCC)(CCCC)CCCC)CCC.C([N+](CCCC)(CCCC)CCCC)CCC.C([N+](CCCC)(CCCC)CCCC)CCC.